Dataset: Forward reaction prediction with 1.9M reactions from USPTO patents (1976-2016). Task: Predict the product of the given reaction. (1) The product is: [Cl:1][C:2]1[CH:3]=[CH:4][C:5]2[N:11]3[CH:12]=[CH:13][CH:14]=[C:10]3[C@@H:9]([CH2:15][CH2:16][OH:17])[O:8][C@H:7]([C:20]3[C:25]([F:26])=[CH:24][CH:23]=[C:22]([O:27][CH3:28])[C:21]=3[O:29][CH3:30])[C:6]=2[CH:31]=1. Given the reactants [Cl:1][C:2]1[CH:3]=[CH:4][C:5]2[N:11]3[CH:12]=[CH:13][CH:14]=[C:10]3[CH:9]([CH2:15][C:16](OC)=[O:17])[O:8][CH:7]([C:20]3[C:25]([F:26])=[CH:24][CH:23]=[C:22]([O:27][CH3:28])[C:21]=3[O:29][CH3:30])[C:6]=2[CH:31]=1.[H-].[Al+3].[Li+].[H-].[H-].[H-].[OH-].[Na+], predict the reaction product. (2) The product is: [Cl:14][C:15]1[CH:16]=[C:17]([N:32]2[CH:36]=[N:35][C:34]([C:37]([NH:39][CH:40]([C:41](=[O:46])[C:42]([CH3:44])([CH3:43])[CH3:45])[CH2:2][C:3]3[CH:8]=[CH:7][CH:6]=[C:5]([O:9][C:10]([F:13])([F:12])[F:11])[CH:4]=3)=[O:38])=[N:33]2)[CH:18]=[C:19]([Cl:31])[C:20]=1[OH:21]. Given the reactants Br[CH2:2][C:3]1[CH:8]=[CH:7][CH:6]=[C:5]([O:9][C:10]([F:13])([F:12])[F:11])[CH:4]=1.[Cl:14][C:15]1[CH:16]=[C:17]([N:32]2[CH:36]=[N:35][C:34]([C:37]([NH:39][CH2:40][C:41](=[O:46])[C:42]([CH3:45])([CH3:44])[CH3:43])=[O:38])=[N:33]2)[CH:18]=[C:19]([Cl:31])[C:20]=1[O:21]CC1C=CC(OC)=CC=1.C(OCC)(=O)C, predict the reaction product. (3) The product is: [O:35]([CH:34]=[CH2:33])[S:25]([C:28]([F:29])([F:30])[F:31])(=[O:26])=[O:27]. Given the reactants C[Si]([N-][Si](C)(C)C)(C)C.[K+].C1C=CC(N([S:25]([C:28]([F:31])([F:30])[F:29])(=[O:27])=[O:26])[S:25]([C:28]([F:31])([F:30])[F:29])(=[O:27])=[O:26])=CC=1.C1C[O:35][CH2:34][CH2:33]1, predict the reaction product. (4) Given the reactants [N:1]1[C:6]2[NH:7][C:8]3[C:13]([C:5]=2[CH:4]=[CH:3][CH:2]=1)=[CH:12][C:11]([CH:14](O)[CH3:15])=[CH:10][CH:9]=3.[Na+].[C:18]1([S:24]([O-:26])=[O:25])[CH:23]=[CH:22][CH:21]=[CH:20][CH:19]=1, predict the reaction product. The product is: [C:18]1([S:24]([CH:14]([C:11]2[CH:12]=[C:13]3[C:8](=[CH:9][CH:10]=2)[NH:7][C:6]2[N:1]=[CH:2][CH:3]=[CH:4][C:5]3=2)[CH3:15])(=[O:26])=[O:25])[CH:23]=[CH:22][CH:21]=[CH:20][CH:19]=1.